From a dataset of Forward reaction prediction with 1.9M reactions from USPTO patents (1976-2016). Predict the product of the given reaction. (1) Given the reactants [NH2:1][C:2]1[CH:11]=[C:10]([F:12])[C:5]([C:6]([O:8][CH3:9])=[O:7])=[C:4]([F:13])[CH:3]=1.[Br:14][C:15]1[CH:20]=[CH:19][C:18]([S:21](Cl)(=[O:23])=[O:22])=[CH:17][CH:16]=1.N1C=CC=CC=1, predict the reaction product. The product is: [Br:14][C:15]1[CH:20]=[CH:19][C:18]([S:21]([NH:1][C:2]2[CH:3]=[C:4]([F:13])[C:5]([C:6]([O:8][CH3:9])=[O:7])=[C:10]([F:12])[CH:11]=2)(=[O:23])=[O:22])=[CH:17][CH:16]=1. (2) Given the reactants [CH3:1][N:2]([CH3:26])[C:3]1(N2C=CN=N2)[CH2:8][CH2:7][CH:6]([CH2:9][O:10][CH2:11][C:12]#[C:13][Si:14]([CH2:19][CH3:20])([CH2:17][CH3:18])[CH2:15][CH3:16])[CH2:5][CH2:4]1.[C:27]1([Mg]Cl)[CH:32]=[CH:31][CH:30]=[CH:29][CH:28]=1.[Cl-].[NH4+].O, predict the reaction product. The product is: [C:27]1([C:3]2([N:2]([CH3:1])[CH3:26])[CH2:4][CH2:5][CH:6]([CH2:9][O:10][CH2:11][C:12]#[C:13][Si:14]([CH2:15][CH3:16])([CH2:17][CH3:18])[CH2:19][CH3:20])[CH2:7][CH2:8]2)[CH:32]=[CH:31][CH:30]=[CH:29][CH:28]=1. (3) The product is: [CH:12]([NH:19][P:1]([CH2:20][C:21]1[CH:26]=[CH:25][CH:24]=[CH:23][CH:22]=1)(=[O:2])[OH:5])([C:13]1[CH:14]=[CH:15][CH:16]=[CH:17][CH:18]=1)[C:6]1[CH:11]=[CH:10][CH:9]=[CH:8][CH:7]=1. Given the reactants [P:1]([OH:5])(O)(O)=[O:2].[C:6]1([CH:12]([NH2:19])[C:13]2[CH:18]=[CH:17][CH:16]=[CH:15][CH:14]=2)[CH:11]=[CH:10][CH:9]=[CH:8][CH:7]=1.[CH:20](=O)[C:21]1[CH:26]=[CH:25][CH:24]=[CH:23][CH:22]=1.CCOCC.CC(C)=O, predict the reaction product. (4) The product is: [ClH:28].[CH:1]1([C:4]2([C:17]([O:19][CH2:20][CH3:21])=[O:18])[CH2:9][CH2:8][NH:7][CH2:6][CH2:5]2)[CH2:2][CH2:3]1. Given the reactants [CH:1]1([C:4]2([C:17]([O:19][CH2:20][CH3:21])=[O:18])[CH2:9][CH2:8][N:7](C(OC(C)(C)C)=O)[CH2:6][CH2:5]2)[CH2:3][CH2:2]1.O1CCOCC1.[ClH:28], predict the reaction product.